From a dataset of Reaction yield outcomes from USPTO patents with 853,638 reactions. Predict the reaction yield, written as a fraction of the theoretical maximum amount of product (1.0 means a 100% yield; for example, 0.34 means a 34% yield). (1) The reactants are [F:1][C:2]1[CH:7]=[CH:6][C:5]([N:8]2[C:16]3[C:11](=[CH:12][C:13]([CH:17]([C:23]4[CH:28]=[CH:27][CH:26]=[CH:25][CH:24]=4)[C:18]([CH3:22])([CH3:21])[CH2:19][OH:20])=[CH:14][CH:15]=3)[CH:10]=[N:9]2)=[CH:4][CH:3]=1.CC(OI1(OC(C)=O)(OC(C)=O)OC(=O)C2C=CC=CC1=2)=O.[OH-].[Na+]. The catalyst is C(Cl)Cl. The product is [F:1][C:2]1[CH:3]=[CH:4][C:5]([N:8]2[C:16]3[C:11](=[CH:12][C:13]([CH:17]([C:23]4[CH:24]=[CH:25][CH:26]=[CH:27][CH:28]=4)[C:18]([CH3:22])([CH3:21])[CH:19]=[O:20])=[CH:14][CH:15]=3)[CH:10]=[N:9]2)=[CH:6][CH:7]=1. The yield is 0.790. (2) The reactants are [F:1][C:2]([F:25])([F:24])[C:3]1[N:8]=[CH:7][C:6]([C:9]2[N:14]=[CH:13][N:12]=[C:11]([CH2:15][NH:16]C(=O)OC(C)(C)C)[CH:10]=2)=[CH:5][N:4]=1.[Cl:26]CCl.Cl. The catalyst is CO. The product is [ClH:26].[F:25][C:2]([F:1])([F:24])[C:3]1[N:8]=[CH:7][C:6]([C:9]2[N:14]=[CH:13][N:12]=[C:11]([CH2:15][NH2:16])[CH:10]=2)=[CH:5][N:4]=1. The yield is 0.790. (3) The reactants are [C:1]([O:5][C:6]([N:8]1[CH:12]=[C:11]([C:13]2[C:21]3[C:16](=[CH:17][CH:18]=[CH:19][CH:20]=3)[N:15]([CH3:22])[CH:14]=2)[N:10]([C:23]2[C:31]3[C:26](=[CH:27][CH:28]=[CH:29][CH:30]=3)[NH:25][CH:24]=2)[C:9]1=[O:32])=[O:7])([CH3:4])([CH3:3])[CH3:2].Br[CH2:34][CH2:35][CH2:36][CH2:37][N:38]1[C:42](=[O:43])[C:41]2=[CH:44][CH:45]=[CH:46][CH:47]=[C:40]2[C:39]1=[O:48].[H-].[Na+]. The catalyst is CN(C=O)C. The product is [C:1]([O:5][C:6]([N:8]1[CH:12]=[C:11]([C:13]2[C:21]3[C:16](=[CH:17][CH:18]=[CH:19][CH:20]=3)[N:15]([CH3:22])[CH:14]=2)[N:10]([C:23]2[C:31]3[C:26](=[CH:27][CH:28]=[CH:29][CH:30]=3)[N:25]([CH2:34][CH2:35][CH2:36][CH2:37][N:38]3[C:42](=[O:43])[C:41]4[C:40](=[CH:47][CH:46]=[CH:45][CH:44]=4)[C:39]3=[O:48])[CH:24]=2)[C:9]1=[O:32])=[O:7])([CH3:4])([CH3:2])[CH3:3]. The yield is 0.380. (4) The reactants are [CH3:1][C:2]1[CH:7]=[C:6]([C:8]2[CH:9]=[CH:10][C:11]3[N:17]4[CH2:18][CH:14]([CH2:15][CH2:16]4)[NH:13][C:12]=3[N:19]=2)[CH:5]=[CH:4][N:3]=1.ClC(Cl)(O[C:24](=[O:30])OC(Cl)(Cl)Cl)Cl.[CH:32]1([C:35]2[N:40]=[C:39]([NH2:41])[CH:38]=[N:37][CH:36]=2)[CH2:34][CH2:33]1.CCN(CC)CC. The catalyst is C1COCC1.C([O-])(O)=O.[Na+].C(Cl)Cl.CO. The product is [CH:32]1([C:35]2[N:40]=[C:39]([NH:41][C:24]([N:13]3[C@@H:14]4[CH2:18][N:17]([CH2:16][CH2:15]4)[C:11]4[CH:10]=[CH:9][C:8]([C:6]5[CH:5]=[CH:4][N:3]=[C:2]([CH3:1])[CH:7]=5)=[N:19][C:12]3=4)=[O:30])[CH:38]=[N:37][CH:36]=2)[CH2:34][CH2:33]1. The yield is 0.302. (5) The reactants are F[C:2]1[CH:9]=[CH:8][C:7]([CH:10]=[O:11])=[CH:6][C:3]=1[C:4]#[N:5].C([O-])([O-])=O.[K+].[K+].[N+:18]([C:21]1[N:25]=[CH:24][NH:23][N:22]=1)([O-:20])=[O:19]. The catalyst is CN(C=O)C.O. The product is [CH:10]([C:7]1[CH:8]=[CH:9][C:2]([N:23]2[CH:24]=[N:25][C:21]([N+:18]([O-:20])=[O:19])=[N:22]2)=[C:3]([CH:6]=1)[C:4]#[N:5])=[O:11]. The yield is 0.450. (6) The reactants are C(=O)(O[N:11]1[C:15](=O)[CH2:14]C[C:12]1=[O:17])O[N:11]1[C:15](=O)[CH2:14]C[C:12]1=[O:17].[F:19][C:20]1[CH:27]=[CH:26][C:25](CC=C)=[CH:24][C:21]=1[CH2:22][OH:23].C(N(CC)CC)C.[CH3:38][C@@H:39]1[CH2:44][NH:43]CCN1.[CH2:45]([OH:52])[C:46]1C=CC=C[CH:47]=1. The catalyst is C(#N)C. The product is [CH3:38][C@@H:39]1[CH2:44][NH:43][CH2:14][CH2:15][N:11]1[C:12]([O:23][CH2:22][C:21]1[CH:24]=[C:25]([O:52][CH2:45][CH:46]=[CH2:47])[CH:26]=[CH:27][C:20]=1[F:19])=[O:17]. The yield is 0.0750.